From a dataset of Full USPTO retrosynthesis dataset with 1.9M reactions from patents (1976-2016). Predict the reactants needed to synthesize the given product. (1) Given the product [OH:8][CH2:9][CH2:10][N:11]1[CH2:16][CH2:15][O:14][CH2:13][C:12]1=[O:17], predict the reactants needed to synthesize it. The reactants are: C([O:8][CH2:9][CH2:10][N:11]1[CH2:16][CH2:15][O:14][CH2:13][C:12]1=[O:17])C1C=CC=CC=1. (2) The reactants are: [I:1][C:2]1[CH:10]=[C:9]2[C:5]([C:6]([CH3:12])([CH3:11])[CH2:7][NH:8]2)=[CH:4][CH:3]=1.Cl[C:14]1[C:23]2[C:18](=[CH:19][CH:20]=[C:21]([Cl:24])[CH:22]=2)[N:17]=[C:16]([CH3:25])[C:15]=1[CH3:26]. Given the product [Cl:24][C:21]1[CH:22]=[C:23]2[C:18](=[CH:19][CH:20]=1)[N:17]=[C:16]([CH3:25])[C:15]([CH3:26])=[C:14]2[N:8]1[C:9]2[C:5](=[CH:4][CH:3]=[C:2]([I:1])[CH:10]=2)[C:6]([CH3:12])([CH3:11])[CH2:7]1, predict the reactants needed to synthesize it.